This data is from Catalyst prediction with 721,799 reactions and 888 catalyst types from USPTO. The task is: Predict which catalyst facilitates the given reaction. (1) Reactant: [CH2:1]([SH:4])[CH2:2][SH:3].B(F)(F)F.[Br:9][C:10]1[CH:11]=[CH:12][C:13]([Cl:30])=[C:14]([C:16]([C:18]2[CH:23]=[CH:22][C:21]([O:24][CH2:25][C:26]([F:29])([F:28])[F:27])=[CH:20][CH:19]=2)=O)[CH:15]=1.C([O-])([O-])=O.[Na+].[Na+]. Product: [Br:9][C:10]1[CH:11]=[CH:12][C:13]([Cl:30])=[C:14]([C:16]2([C:18]3[CH:19]=[CH:20][C:21]([O:24][CH2:25][C:26]([F:27])([F:28])[F:29])=[CH:22][CH:23]=3)[S:4][CH2:1][CH2:2][S:3]2)[CH:15]=1. The catalyst class is: 2. (2) Reactant: C([O-])(=O)C.[K+].Br[C:7]1[CH:12]=[CH:11][N:10]=[C:9]([CH:13]([F:15])[F:14])[CH:8]=1.[B:16]1(B2OC(C)(C)C(C)(C)O2)[O:20]C(C)(C)C(C)(C)[O:17]1. Product: [F:14][CH:13]([F:15])[C:9]1[CH:8]=[C:7]([B:16]([OH:20])[OH:17])[CH:12]=[CH:11][N:10]=1. The catalyst class is: 75. (3) Reactant: C[O:2][C:3]1[CH:24]=[CH:23][C:6](/[CH:7]=[CH:8]/[C:9]2[S:13][C:12]([C:14]3[CH:22]=[CH:21][C:17]([N:18]([CH3:20])[CH3:19])=[CH:16][CH:15]=3)=[N:11][CH:10]=2)=[CH:5][CH:4]=1.B(Br)(Br)Br.C([O-])(O)=O.[Na+]. Product: [CH3:20][N:18]([CH3:19])[C:17]1[CH:16]=[CH:15][C:14]([C:12]2[S:13][C:9](/[CH:8]=[CH:7]/[C:6]3[CH:5]=[CH:4][C:3]([OH:2])=[CH:24][CH:23]=3)=[CH:10][N:11]=2)=[CH:22][CH:21]=1. The catalyst class is: 2. (4) Reactant: Cl.[CH:2]([CH:15]1[C:20](=[O:21])[CH2:19][CH2:18][NH:17][CH2:16]1)([C:9]1[CH:14]=[CH:13][CH:12]=[CH:11][CH:10]=1)[C:3]1[CH:8]=[CH:7][CH:6]=[CH:5][CH:4]=1.[CH3:22][O:23][C:24]1[CH:29]=[CH:28][CH:27]=[CH:26][C:25]=1[CH:30](O)[CH3:31].C(N(C(C)C)CC)(C)C. Product: [CH:2]([CH:15]1[C:20](=[O:21])[CH2:19][CH2:18][N:17]([CH:30]([C:25]2[CH:26]=[CH:27][CH:28]=[CH:29][C:24]=2[O:23][CH3:22])[CH3:31])[CH2:16]1)([C:9]1[CH:14]=[CH:13][CH:12]=[CH:11][CH:10]=1)[C:3]1[CH:4]=[CH:5][CH:6]=[CH:7][CH:8]=1. The catalyst class is: 4. (5) Reactant: [NH2:1][C:2]1[CH:7]=[C:6]([CH3:8])[CH:5]=[CH:4][N:3]=1.Cl[CH2:10][CH:11]=O.O.Cl. Product: [CH3:8][C:6]1[CH:5]=[CH:4][N:3]2[CH:10]=[CH:11][N:1]=[C:2]2[CH:7]=1. The catalyst class is: 2.